Dataset: Full USPTO retrosynthesis dataset with 1.9M reactions from patents (1976-2016). Task: Predict the reactants needed to synthesize the given product. (1) Given the product [C:13]([O:12][C:10]([NH:9][CH2:8][C@H:3]([N:2]1[CH2:18][CH2:19][N:20]([CH2:21][C:22]2[CH:27]=[CH:26][C:25]([F:28])=[CH:24][CH:23]=2)[CH2:29][CH2:30]1)[C:4]([O:6][CH3:7])=[O:5])=[O:11])([CH3:16])([CH3:15])[CH3:14], predict the reactants needed to synthesize it. The reactants are: Cl.[NH2:2][C@@H:3]([CH2:8][NH:9][C:10]([O:12][C:13]([CH3:16])([CH3:15])[CH3:14])=[O:11])[C:4]([O:6][CH3:7])=[O:5].Cl[CH2:18][CH2:19][N:20]([CH2:29][CH2:30]Cl)[CH2:21][C:22]1[CH:27]=[CH:26][C:25]([F:28])=[CH:24][CH:23]=1.C(OC(C[C@](N)(N1CCN(CC2C=CC(F)=CC=2)CC1)C(OC)=O)=O)(C)(C)C. (2) Given the product [F:12][CH:2]([F:1])[C:3]1[N:4]([CH3:11])[C:5]([CH:17]([OH:18])[C:13]([F:16])([F:15])[F:14])=[C:6]([OH:10])[C:7](=[O:9])[CH:8]=1, predict the reactants needed to synthesize it. The reactants are: [F:1][CH:2]([F:12])[C:3]1[N:4]([CH3:11])[CH:5]=[C:6]([OH:10])[C:7](=[O:9])[CH:8]=1.[C:13]([CH:17](OC)[OH:18])([F:16])([F:15])[F:14].C(=O)([O-])[O-].[K+].[K+]. (3) Given the product [ClH:2].[Cl:2][C:3]1[CH:4]=[C:5]([CH:6]=[CH:7][C:8]=1[C:9]1[N:13]([CH3:14])[C:12]([C:15]([CH3:16])([O:17][C:18]2[C:23]([F:24])=[CH:22][C:21]([F:25])=[CH:20][C:19]=2[F:26])[CH3:27])=[N:11][N:10]=1)[O:28][CH2:36][C:37]([NH2:39])=[O:38], predict the reactants needed to synthesize it. The reactants are: Cl.[Cl:2][C:3]1[CH:4]=[C:5]([OH:28])[CH:6]=[CH:7][C:8]=1[C:9]1[N:13]([CH3:14])[C:12]([C:15]([CH3:27])([O:17][C:18]2[C:23]([F:24])=[CH:22][C:21]([F:25])=[CH:20][C:19]=2[F:26])[CH3:16])=[N:11][N:10]=1.C(=O)([O-])[O-].[K+].[K+].Br[CH2:36][C:37]([NH2:39])=[O:38].O. (4) Given the product [CH:19]1([C:2]2[CH:3]=[C:4]3[C:14](=[CH:15][CH:16]=2)[O:13][C:7]2([CH2:12][CH2:11][CH2:10][O:9][CH2:8]2)[CH2:6][C:5]3=[O:17])[CH2:24][CH2:23][CH2:22][CH2:21][CH2:20]1, predict the reactants needed to synthesize it. The reactants are: Br[C:2]1[CH:3]=[C:4]2[C:14](=[CH:15][CH:16]=1)[O:13][C:7]1([CH2:12][CH2:11][CH2:10][O:9][CH2:8]1)[CH2:6][C:5]2=[O:17].[Br-].[CH:19]1([Zn+])[CH2:24][CH2:23][CH2:22][CH2:21][CH2:20]1. (5) Given the product [CH2:2]([NH:4][C:5]([NH:7][C:8]1[CH:9]=[CH:10][C:11]([C:14]2[N:15]=[C:16]([N:24]3[CH2:25][CH2:26][O:27][CH2:28][CH2:29]3)[C:17]3[CH2:23][CH2:22][N:21]([CH2:47][CH2:48][O:49][CH3:50])[CH2:20][C:18]=3[N:19]=2)=[CH:12][CH:13]=1)=[O:6])[CH3:3], predict the reactants needed to synthesize it. The reactants are: Cl.[CH2:2]([NH:4][C:5]([NH:7][C:8]1[CH:13]=[CH:12][C:11]([C:14]2[N:15]=[C:16]([N:24]3[CH2:29][CH2:28][O:27][CH2:26][CH2:25]3)[C:17]3[CH2:23][CH2:22][NH:21][CH2:20][C:18]=3[N:19]=2)=[CH:10][CH:9]=1)=[O:6])[CH3:3].C(N(CC)C(C)C)(C)C.CN1CCCC1=O.Br[CH2:47][CH2:48][O:49][CH3:50]. (6) Given the product [C@@H:2]1([N:10]2[CH:17]=[CH:16][C:14]([NH2:15])=[N:13][C:11]2=[O:12])[O:9][C@H:6]([CH2:7][OH:8])[C@@H:4]([OH:5])[CH2:3]1, predict the reactants needed to synthesize it. The reactants are: Cl.[C@@H:2]1([N:10]2[CH:17]=[CH:16][C:14]([NH2:15])=[N:13][C:11]2=[O:12])[O:9][C@H:6]([CH2:7][OH:8])[C@@H:4]([OH:5])[CH2:3]1.C(Cl)Cl. (7) Given the product [CH3:9][C:3]1[C:4]([CH3:8])=[CH:5][CH:6]=[CH:7][C:2]=1[C:31]#[C:30][CH2:29][OH:32], predict the reactants needed to synthesize it. The reactants are: I[C:2]1[CH:7]=[CH:6][CH:5]=[C:4]([CH3:8])[C:3]=1[CH3:9].C1(P(C2C=CC=CC=2)C2C=CC=CC=2)C=CC=CC=1.[CH2:29]([OH:32])[C:30]#[CH:31].C(N(C(C)C)CC)(C)C. (8) Given the product [C:9]1([C:8]2[CH:7]=[CH:6][CH:5]=[C:4]([C:15]3[CH:20]=[CH:19][CH:18]=[CH:17][CH:16]=3)[C:3]=2[CH2:2][C:21]#[N:22])[CH:10]=[CH:11][CH:12]=[CH:13][CH:14]=1, predict the reactants needed to synthesize it. The reactants are: Br[CH2:2][C:3]1[C:8]([C:9]2[CH:14]=[CH:13][CH:12]=[CH:11][CH:10]=2)=[CH:7][CH:6]=[CH:5][C:4]=1[C:15]1[CH:20]=[CH:19][CH:18]=[CH:17][CH:16]=1.[C-:21]#[N:22].[Na+].O.